Dataset: Forward reaction prediction with 1.9M reactions from USPTO patents (1976-2016). Task: Predict the product of the given reaction. (1) Given the reactants [NH2:1][C:2]1[CH:7]=[CH:6][N:5]=[CH:4][C:3]=1[CH:8]=O.Cl[CH2:11][C:12](=O)[CH3:13].[OH-:15].[Na+].Cl, predict the reaction product. The product is: [CH3:13][C:12]1[C:11]([OH:15])=[CH:8][C:3]2[C:2](=[CH:7][CH:6]=[N:5][CH:4]=2)[N:1]=1. (2) Given the reactants [CH2:1]([O:3][C:4]1[C:8]([CH2:9][CH2:10][CH2:11][O:12][C:13]2[CH:18]=[CH:17][C:16]([CH2:19][CH2:20][C:21]([O:23]CC)=[O:22])=[C:15]([OH:26])[CH:14]=2)=[CH:7][N:6]([C:27]2[CH:32]=[CH:31][C:30]([C:33]([F:36])([F:35])[F:34])=[CH:29][N:28]=2)[N:5]=1)[CH3:2].[CH2:37](O)[CH2:38][CH3:39].C(P(CCCC)CCCC)CCC.N(C(N1CCCCC1)=O)=NC(N1CCCCC1)=O, predict the reaction product. The product is: [CH2:1]([O:3][C:4]1[C:8]([CH2:9][CH2:10][CH2:11][O:12][C:13]2[CH:18]=[CH:17][C:16]([CH2:19][CH2:20][C:21]([OH:23])=[O:22])=[C:15]([O:26][CH2:37][CH2:38][CH3:39])[CH:14]=2)=[CH:7][N:6]([C:27]2[CH:32]=[CH:31][C:30]([C:33]([F:36])([F:34])[F:35])=[CH:29][N:28]=2)[N:5]=1)[CH3:2]. (3) Given the reactants C([O:3][CH:4](OCC)[C:5]1[O:13][C:12]2[C:11]([C:14]#[C:15][C:16]3[CH:17]=[C:18]([CH3:22])[CH:19]=[CH:20][CH:21]=3)=[CH:10][N:9]=[CH:8][C:7]=2[CH:6]=1)C.Cl.C(=O)(O)[O-].[Na+], predict the reaction product. The product is: [C:18]1([CH3:22])[CH:19]=[CH:20][CH:21]=[C:16]([C:15]#[C:14][C:11]2[C:12]3[O:13][C:5]([CH:4]=[O:3])=[CH:6][C:7]=3[CH:8]=[N:9][CH:10]=2)[CH:17]=1. (4) Given the reactants [C:1]([N:8]1[CH2:13][CH2:12][N:11]([C:14]2[CH:31]=[CH:30][C:17]([O:18][CH2:19][C:20]3[CH:29]=[CH:28][C:23]([C:24](OC)=[O:25])=[CH:22][CH:21]=3)=[CH:16][CH:15]=2)[CH2:10][CH2:9]1)(OC(C)(C)C)=O.O.[OH-].[Na+], predict the reaction product. The product is: [CH3:1][N:8]1[CH2:9][CH2:10][N:11]([C:14]2[CH:31]=[CH:30][C:17]([O:18][CH2:19][C:20]3[CH:29]=[CH:28][C:23]([CH2:24][OH:25])=[CH:22][CH:21]=3)=[CH:16][CH:15]=2)[CH2:12][CH2:13]1.